From a dataset of Forward reaction prediction with 1.9M reactions from USPTO patents (1976-2016). Predict the product of the given reaction. (1) Given the reactants [N:1]1([C:7]([O:9][C:10]([CH3:13])([CH3:12])[CH3:11])=[O:8])[CH2:6][CH2:5][NH:4][CH2:3][CH2:2]1.[N+:14]([C:17]1[CH:24]=[CH:23][C:20]([CH2:21]Br)=[CH:19][CH:18]=1)([O-:16])=[O:15].C(=O)([O-])[O-].[K+].[K+], predict the reaction product. The product is: [N+:14]([C:17]1[CH:24]=[CH:23][C:20]([CH2:21][N:4]2[CH2:5][CH2:6][N:1]([C:7]([O:9][C:10]([CH3:13])([CH3:12])[CH3:11])=[O:8])[CH2:2][CH2:3]2)=[CH:19][CH:18]=1)([O-:16])=[O:15]. (2) Given the reactants [CH3:1][C:2]([C:4]1[CH:9]=[C:8]([Cl:10])[CH:7]=[CH:6][C:5]=1[Cl:11])=[O:3].[Br:12]Br.C([O-])(O)=O.[Na+], predict the reaction product. The product is: [Br:12][CH2:1][C:2]([C:4]1[CH:9]=[C:8]([Cl:10])[CH:7]=[CH:6][C:5]=1[Cl:11])=[O:3]. (3) Given the reactants [CH:1]#[C:2][CH2:3][NH:4][C@H:5]1[C:9]2[CH:10]=[CH:11][CH:12]=[CH:13][C:8]=2[CH2:7][CH2:6]1.[C:14]([OH:23])(=[O:22])[CH2:15][CH2:16][CH2:17][CH2:18][CH2:19][CH2:20][CH3:21], predict the reaction product. The product is: [CH:1]#[C:2][CH2:3][NH:4][C@H:5]1[C:9]2[CH:10]=[CH:11][CH:12]=[CH:13][C:8]=2[CH2:7][CH2:6]1.[C:14]([O-:23])(=[O:22])[CH2:15][CH2:16][CH2:17][CH2:18][CH2:19][CH2:20][CH3:21].